From a dataset of Peptide-MHC class II binding affinity with 134,281 pairs from IEDB. Regression. Given a peptide amino acid sequence and an MHC pseudo amino acid sequence, predict their binding affinity value. This is MHC class II binding data. (1) The peptide sequence is KFDSQLAHRHMARELH. The MHC is HLA-DPA10201-DPB10101 with pseudo-sequence HLA-DPA10201-DPB10101. The binding affinity (normalized) is 0.241. (2) The peptide sequence is AFKVANTAANAAPAN. The MHC is DRB1_0401 with pseudo-sequence DRB1_0401. The binding affinity (normalized) is 0.705. (3) The peptide sequence is FLAVAVVLGLATSPT. The MHC is HLA-DQA10102-DQB10502 with pseudo-sequence HLA-DQA10102-DQB10502. The binding affinity (normalized) is 0.625. (4) The peptide sequence is IKYTRPGDSLAEVEL. The MHC is HLA-DPA10301-DPB10402 with pseudo-sequence HLA-DPA10301-DPB10402. The binding affinity (normalized) is 0.120. (5) The peptide sequence is LTPVTMAEVRLAAMFKK. The MHC is HLA-DQA10601-DQB10402 with pseudo-sequence HLA-DQA10601-DQB10402. The binding affinity (normalized) is 0.666. (6) The peptide sequence is VLEWRFDSRLAFHHV. The MHC is H-2-IAb with pseudo-sequence H-2-IAb. The binding affinity (normalized) is 0.248. (7) The peptide sequence is SIVYEADHHILHLPGCVPCV. The MHC is DRB1_0405 with pseudo-sequence DRB1_0405. The binding affinity (normalized) is 0.501.